Dataset: Reaction yield outcomes from USPTO patents with 853,638 reactions. Task: Predict the reaction yield, written as a fraction of the theoretical maximum amount of product (1.0 means a 100% yield; for example, 0.34 means a 34% yield). (1) The reactants are [F:1][C:2]1[CH:3]=[CH:4][C:5]2[S:9][C:8]([S:10][CH3:11])=[N:7][C:6]=2[CH:12]=1.C1C=C(Cl)C=C(C(OO)=[O:21])C=1. The catalyst is C(Cl)Cl. The product is [F:1][C:2]1[CH:3]=[CH:4][C:5]2[S:9][C:8]([S:10]([CH3:11])=[O:21])=[N:7][C:6]=2[CH:12]=1. The yield is 0.940. (2) The reactants are [OH:1][C:2]([C:27]1[N:32]=[CH:31][C:30]([C:33]([O:35]C)=[O:34])=[CH:29][CH:28]=1)([C:4]1[S:5][C:6]([C:9]2[CH:14]=[C:13]([NH:15][C:16]3[N:21]=[C:20]([C:22]([F:25])([F:24])[F:23])[CH:19]=[CH:18][N:17]=3)[CH:12]=[C:11]([CH3:26])[CH:10]=2)=[CH:7][N:8]=1)[CH3:3].[OH-].[Na+].Cl. The catalyst is CO.O. The product is [OH:1][C:2]([C:27]1[N:32]=[CH:31][C:30]([C:33]([OH:35])=[O:34])=[CH:29][CH:28]=1)([C:4]1[S:5][C:6]([C:9]2[CH:14]=[C:13]([NH:15][C:16]3[N:21]=[C:20]([C:22]([F:25])([F:24])[F:23])[CH:19]=[CH:18][N:17]=3)[CH:12]=[C:11]([CH3:26])[CH:10]=2)=[CH:7][N:8]=1)[CH3:3]. The yield is 0.940. (3) The reactants are [C:1]([O:5][C:6](=[O:31])[CH2:7][O:8][C:9]1[C:14]2[CH2:15][CH2:16][CH2:17][CH2:18][CH:19]([NH:20][S:21]([C:24]3[CH:29]=[CH:28][C:27](Br)=[CH:26][N:25]=3)(=[O:23])=[O:22])[C:13]=2[CH:12]=[CH:11][CH:10]=1)([CH3:4])([CH3:3])[CH3:2].[C:32]([C:36]1[CH:37]=[C:38](B(O)O)[CH:39]=[C:40]([CH3:42])[CH:41]=1)([CH3:35])([CH3:34])[CH3:33].C([O-])([O-])=O.[K+].[K+]. The catalyst is C1C=CC([P]([Pd]([P](C2C=CC=CC=2)(C2C=CC=CC=2)C2C=CC=CC=2)([P](C2C=CC=CC=2)(C2C=CC=CC=2)C2C=CC=CC=2)[P](C2C=CC=CC=2)(C2C=CC=CC=2)C2C=CC=CC=2)(C2C=CC=CC=2)C2C=CC=CC=2)=CC=1. The product is [C:1]([O:5][C:6](=[O:31])[CH2:7][O:8][C:9]1[C:14]2[CH2:15][CH2:16][CH2:17][CH2:18][CH:19]([NH:20][S:21]([C:24]3[CH:29]=[CH:28][C:27]([C:38]4[CH:39]=[C:40]([CH3:42])[CH:41]=[C:36]([C:32]([CH3:35])([CH3:34])[CH3:33])[CH:37]=4)=[CH:26][N:25]=3)(=[O:23])=[O:22])[C:13]=2[CH:12]=[CH:11][CH:10]=1)([CH3:4])([CH3:3])[CH3:2]. The yield is 0.830.